Dataset: Serine/threonine kinase 33 screen with 319,792 compounds. Task: Binary Classification. Given a drug SMILES string, predict its activity (active/inactive) in a high-throughput screening assay against a specified biological target. (1) The compound is FC1(F)Oc2c(O1)ccc(NC(=O)COC(=O)c1nn3c(ccnc3n1)C)c2. The result is 0 (inactive). (2) The molecule is o1c(c2n(c3c(cccc3)C)c(=O)c3c(n2)cccc3)ccc1. The result is 0 (inactive). (3) The drug is S(=O)(=O)(N1CCN(CC1)C(=O)COC(=O)CCc1ccc(OC)cc1)c1c(cc(cc1)C)C. The result is 0 (inactive). (4) The molecule is S(=O)(=O)(N1CCC(CC1)C)c1c(OC)ccc(c1)/C=C\C(O)=O. The result is 0 (inactive). (5) The molecule is Clc1c(OCC(OCCOc2nc(NCC)nc(NCC)n2)=O)ccc(Cl)c1. The result is 0 (inactive). (6) The drug is o1c(c2nc3n(c2Nc2c(cccc2)C)cccn3)ccc1C. The result is 0 (inactive). (7) The molecule is S=C(Nc1c(OC)cc(OC)cc1)NNC(=O)c1occc1. The result is 0 (inactive).